This data is from Catalyst prediction with 721,799 reactions and 888 catalyst types from USPTO. The task is: Predict which catalyst facilitates the given reaction. (1) Reactant: [NH2:1][OH:2].[CH3:3]/[C:4](/[C:7]1[N:11]([C:12]2[CH:17]=[CH:16][C:15]([OH:18])=[CH:14][C:13]=2[F:19])[N:10]=[C:9]([CH3:20])[C:8]=1[C:21]#[N:22])=[CH:5]/[CH3:6].CC1SC=C(C)C=1C1N(C2C=CC(O)=CC=2F)N=C(C)C=1C#N. Product: [CH3:3]/[C:4](/[C:7]1[N:11]([C:12]2[CH:17]=[CH:16][C:15]([OH:18])=[CH:14][C:13]=2[F:19])[N:10]=[C:9]([CH3:20])[C:8]=1[C:21](=[NH:22])[NH:1][OH:2])=[CH:5]/[CH3:6]. The catalyst class is: 5. (2) Reactant: [CH2:1]([O:8][CH2:9][C:10](Cl)=[O:11])[C:2]1[CH:7]=[CH:6][CH:5]=[CH:4][CH:3]=1.[CH3:13][O:14][C:15](=[O:29])[CH:16]([C:18]1[CH:27]=[CH:26][C:25]2[C:20](=[CH:21][CH:22]=[C:23]([OH:28])[CH:24]=2)[CH:19]=1)[CH3:17].C(N(CC)CC)C. Product: [CH3:13][O:14][C:15](=[O:29])[CH:16]([C:18]1[CH:27]=[CH:26][C:25]2[C:20](=[CH:21][CH:22]=[C:23]([O:28][C:10](=[O:11])[CH2:9][O:8][CH2:1][C:2]3[CH:7]=[CH:6][CH:5]=[CH:4][CH:3]=3)[CH:24]=2)[CH:19]=1)[CH3:17]. The catalyst class is: 21. (3) Reactant: [NH:1]=[C:2]1[C:6]([CH3:13])([C:7]2[CH:12]=[CH:11][CH:10]=[CH:9][CH:8]=2)[S:5][C:4](=[S:14])[N:3]1[NH:15][C:16]1[CH:21]=[CH:20][CH:19]=[CH:18][CH:17]=1.Cl.N[OH:24]. Product: [OH:24][N:1]=[C:2]1[C:6]([CH3:13])([C:7]2[CH:8]=[CH:9][CH:10]=[CH:11][CH:12]=2)[S:5][C:4](=[S:14])[N:3]1[NH:15][C:16]1[CH:21]=[CH:20][CH:19]=[CH:18][CH:17]=1. The catalyst class is: 5. (4) Reactant: [OH:1][C:2]1[C:10]([CH:11]([CH3:13])[CH3:12])=[CH:9][CH:8]=[CH:7][C:3]=1[C:4]([OH:6])=[O:5].[CH3:14]O. Product: [CH3:14][O:5][C:4](=[O:6])[C:3]1[CH:7]=[CH:8][CH:9]=[C:10]([CH:11]([CH3:13])[CH3:12])[C:2]=1[OH:1]. The catalyst class is: 65. (5) Reactant: C(NC(C)C)(C)C.C([Li])CCC.[CH3:13][C:14]([CH3:26])([O:16][C:17]([N:19]1[CH2:24][CH2:23][C:22](=[O:25])[CH2:21][CH2:20]1)=[O:18])[CH3:15].C1C=CC(N([S:34]([C:37]([F:40])([F:39])[F:38])(=[O:36])=[O:35])[S:34]([C:37]([F:40])([F:39])[F:38])(=[O:36])=[O:35])=CC=1. Product: [CH3:15][C:14]([O:16][C:17]([N:19]1[CH2:24][CH:23]=[C:22]([O:25][S:34]([C:37]([F:40])([F:39])[F:38])(=[O:36])=[O:35])[CH2:21][CH2:20]1)=[O:18])([CH3:26])[CH3:13]. The catalyst class is: 7. (6) Reactant: C([O:3][C:4](=O)[CH2:5][C@H:6]1[CH2:11][CH2:10][CH2:9][N:8]([C:12]([O:14][C:15]([CH3:18])([CH3:17])[CH3:16])=[O:13])[CH2:7]1)C.[H-].[Al+3].[Li+].[H-].[H-].[H-].O.O.O.O.O.O.O.O.O.O.S([O-])([O-])(=O)=O.[Na+].[Na+]. Product: [OH:3][CH2:4][CH2:5][C@H:6]1[CH2:11][CH2:10][CH2:9][N:8]([C:12]([O:14][C:15]([CH3:18])([CH3:17])[CH3:16])=[O:13])[CH2:7]1. The catalyst class is: 7.